Dataset: Catalyst prediction with 721,799 reactions and 888 catalyst types from USPTO. Task: Predict which catalyst facilitates the given reaction. (1) Reactant: [C:1]([CH2:9][CH2:10][C:11](=O)[C:12]1[CH:17]=[CH:16][CH:15]=[CH:14][CH:13]=1)(=O)[C:2]1[CH:7]=[CH:6][CH:5]=[CH:4][CH:3]=1.C(=O)(O)O.[NH2:23][NH:24][C:25]([NH2:27])=[NH:26].[ClH:28]. Product: [ClH:28].[ClH:28].[C:2]1([C:1](=[N:23][NH:24][C:25](=[NH:26])[NH2:27])[CH2:9][CH2:10][C:11](=[N:23][NH:24][C:25](=[NH:27])[NH2:26])[C:12]2[CH:17]=[CH:16][CH:15]=[CH:14][CH:13]=2)[CH:7]=[CH:6][CH:5]=[CH:4][CH:3]=1. The catalyst class is: 8. (2) Reactant: [F:1][C:2]([F:19])([F:18])[C:3]1[CH:4]=[C:5]([CH:16]=[CH2:17])[C:6]([N:9]2[CH2:14][CH2:13][CH2:12][CH2:11][C:10]2=[O:15])=[N:7][CH:8]=1.[NH:20]1[CH2:24][CH2:23][CH:22]([C:25]2[CH:30]=[CH:29][CH:28]=[CH:27][N:26]=2)[CH2:21]1.C(N(CC)CC)C. Product: [N:26]1[CH:27]=[CH:28][CH:29]=[CH:30][C:25]=1[CH:22]1[CH2:23][CH2:24][N:20]([CH2:17][CH2:16][C:5]2[C:6]([N:9]3[CH2:14][CH2:13][CH2:12][CH2:11][C:10]3=[O:15])=[N:7][CH:8]=[C:3]([C:2]([F:1])([F:18])[F:19])[CH:4]=2)[CH2:21]1. The catalyst class is: 8. (3) Reactant: [Cl:1][C:2]1[CH:3]=[CH:4][C:5]([O:8][C@H:9]2[C@@H:14]3[CH2:15][C@@H:11]([CH2:12][N:13]3C(OC(C)(C)C)=O)[CH2:10]2)=[N:6][CH:7]=1.Cl. Product: [Cl:1][C:2]1[CH:3]=[CH:4][C:5]([O:8][C@H:9]2[C@@H:14]3[CH2:15][C@@H:11]([CH2:12][NH:13]3)[CH2:10]2)=[N:6][CH:7]=1. The catalyst class is: 817. (4) Reactant: [F:1][C:2]1[CH:8]=[CH:7][C:6]([N+:9]([O-:11])=[O:10])=[CH:5][C:3]=1[NH2:4].CO[CH:14]=[C:15]1[C:20](=[O:21])[O:19][C:18]([CH2:24]C)([CH2:22]C)[O:17][C:16]1=[O:26]. Product: [F:1][C:2]1[CH:8]=[CH:7][C:6]([N+:9]([O-:11])=[O:10])=[CH:5][C:3]=1[NH:4][CH:14]=[C:15]1[C:16](=[O:26])[O:17][C:18]([CH3:22])([CH3:24])[O:19][C:20]1=[O:21]. The catalyst class is: 10.